Dataset: Forward reaction prediction with 1.9M reactions from USPTO patents (1976-2016). Task: Predict the product of the given reaction. (1) The product is: [C:29]([O:1][CH2:2][C:3]1[CH:8]=[C:7]([C:9]2[CH:10]=[CH:11][C:12]([C:15]([F:18])([F:17])[F:16])=[CH:13][CH:14]=2)[C:6]([C:19]([OH:21])=[O:20])=[CH:5][CH:4]=1)(=[O:31])[CH3:30]. Given the reactants [OH:1][CH2:2][C:3]1[CH:8]=[C:7]([C:9]2[CH:14]=[CH:13][C:12]([C:15]([F:18])([F:17])[F:16])=[CH:11][CH:10]=2)[C:6]([C:19]([OH:21])=[O:20])=[CH:5][CH:4]=1.C(N(CC)CC)C.[C:29](Cl)(=[O:31])[CH3:30].Cl, predict the reaction product. (2) The product is: [CH2:4]1[S:18]/[C:7](=[C:8]2/[N:9]=[C:10]3[C:16]([S:17]/2)=[CH:15][C:13](=[O:14])[CH:12]=[CH:11]3)/[NH:6][C@@H:5]1[C:19]([OH:21])=[O:20]. Given the reactants C(=O)=O.[CH2:4]1[S:18]/[C:7](=[C:8]2/[N:9]=[C:10]3[C:16]([S:17]/2)=[CH:15][C:13](=[O:14])[CH:12]=[CH:11]3)/[NH:6][C@H:5]1[C:19]([OH:21])=[O:20].O.O.O=[Al]O[Si](O[Si](O[Al]=O)=O)=O, predict the reaction product. (3) Given the reactants [NH2:1][C:2]1[C:3]2[N:4]([C:8]([N:30]3[CH2:35][CH2:34][CH2:33][CH:32]([C:36]([OH:38])=O)[CH2:31]3)=[N:9][C:10]=2[C:11]2[CH:16]=[CH:15][C:14]([C:17](=[O:29])[NH:18][C:19]3[CH:24]=[C:23]([C:25]([F:28])([F:27])[F:26])[CH:22]=[CH:21][N:20]=3)=[CH:13][CH:12]=2)[CH:5]=[CH:6][N:7]=1.[CH:39]([NH2:42])([CH3:41])[CH3:40].CN(C(ON1N=NC2C=CC=NC1=2)=[N+](C)C)C.F[P-](F)(F)(F)(F)F, predict the reaction product. The product is: [NH2:1][C:2]1[C:3]2[N:4]([C:8]([N:30]3[CH2:35][CH2:34][CH2:33][CH:32]([C:36]([NH:42][CH:39]([CH3:41])[CH3:40])=[O:38])[CH2:31]3)=[N:9][C:10]=2[C:11]2[CH:16]=[CH:15][C:14]([C:17](=[O:29])[NH:18][C:19]3[CH:24]=[C:23]([C:25]([F:28])([F:27])[F:26])[CH:22]=[CH:21][N:20]=3)=[CH:13][CH:12]=2)[CH:5]=[CH:6][N:7]=1. (4) Given the reactants [Cl:1][C:2]1[CH:12]=[CH:11][CH:10]=[CH:9][C:3]=1[C:4]([CH2:6][C:7]#[N:8])=O.O.[NH2:14][NH2:15], predict the reaction product. The product is: [Cl:1][C:2]1[CH:12]=[CH:11][CH:10]=[CH:9][C:3]=1[C:4]1[CH:6]=[C:7]([NH2:8])[NH:14][N:15]=1. (5) Given the reactants S(=O)(=O)(O)O.[CH3:6][O:7][C:8]([C:10]1[CH:11]=[C:12]([CH3:28])[C:13]2[O:19][C:18]3[C:20]([Cl:24])=[CH:21][CH:22]=[CH:23][C:17]=3[CH2:16][S:15](=[O:26])(=[O:25])[C:14]=2[CH:27]=1)=[O:9].[N+:29]([O-])([OH:31])=[O:30], predict the reaction product. The product is: [CH3:6][O:7][C:8]([C:10]1[CH:11]=[C:12]([CH3:28])[C:13]2[O:19][C:18]3[C:20]([Cl:24])=[CH:21][C:22]([N+:29]([O-:31])=[O:30])=[CH:23][C:17]=3[CH2:16][S:15](=[O:25])(=[O:26])[C:14]=2[CH:27]=1)=[O:9].